This data is from Forward reaction prediction with 1.9M reactions from USPTO patents (1976-2016). The task is: Predict the product of the given reaction. (1) Given the reactants Cl.[S:2]([N:12]1[C:16]2=[N:17][CH:18]=[C:19]([CH2:21][NH2:22])[N:20]=[C:15]2[CH:14]=[CH:13]1)([C:5]1[CH:11]=[CH:10][C:8]([CH3:9])=[CH:7][CH:6]=1)(=[O:4])=[O:3].[C:23](N1C=CN=C1)(N1C=CN=C1)=[S:24].[NH:35]1[CH2:39][CH2:38][CH:37]([NH:40][C:41](=[O:47])[O:42][C:43]([CH3:46])([CH3:45])[CH3:44])[CH2:36]1.C([O-])(O)=O.[Na+], predict the reaction product. The product is: [S:2]([N:12]1[C:16]2=[N:17][CH:18]=[C:19]([CH2:21][NH:22][C:23]([N:35]3[CH2:39][CH2:38][CH:37]([NH:40][C:41](=[O:47])[O:42][C:43]([CH3:44])([CH3:46])[CH3:45])[CH2:36]3)=[S:24])[N:20]=[C:15]2[CH:14]=[CH:13]1)([C:5]1[CH:6]=[CH:7][C:8]([CH3:9])=[CH:10][CH:11]=1)(=[O:3])=[O:4]. (2) Given the reactants Br[C:2]1[N:10]([CH2:11][C:12]2[CH:17]=[CH:16][C:15]([Cl:18])=[CH:14][CH:13]=2)[C:9]2[C:8](=[O:19])[N:7]([CH2:20][CH2:21][CH2:22][O:23][Si:24]([C:27]([CH3:30])([CH3:29])[CH3:28])([CH3:26])[CH3:25])[C:6](=[O:31])[N:5]([CH3:32])[C:4]=2[N:3]=1.C([Li])CCC.[CH:38](=[O:42])[CH:39]([CH3:41])[CH3:40], predict the reaction product. The product is: [Si:24]([O:23][CH2:22][CH2:21][CH2:20][N:7]1[C:8](=[O:19])[C:9]2[N:10]([CH2:11][C:12]3[CH:17]=[CH:16][C:15]([Cl:18])=[CH:14][CH:13]=3)[C:2]([CH:38]([OH:42])[CH:39]([CH3:41])[CH3:40])=[N:3][C:4]=2[N:5]([CH3:32])[C:6]1=[O:31])([C:27]([CH3:29])([CH3:30])[CH3:28])([CH3:25])[CH3:26]. (3) Given the reactants [CH3:1][N:2]1C(=O)CN=C(C2C=CC=CC=2)[C:8]2[CH:7]=[C:6](Cl)[CH:5]=[CH:4][C:3]1=2.C1C=CC(C(N[CH2:35][CH2:36][NH:37][CH:38]([C:45]2[CH:50]=[CH:49]C=CC=2)C2C=CC=CC=2)C2C=CC=CC=2)=CC=1.Cl.Cl.N[C@@H:54](C(O)=O)CCSC.C1N(COC(CO)CO)C2N=C(N)N=C(O)C=2N=1.C1C(/C=[CH:87]/[C:88]2C=[C:92]([OH:94])[CH:91]=[C:90](O)[CH:89]=2)=CC=C(O)C=1.[CH2:97]1[C@H:102](N)[C@@H:101](O[C@H]2O[C@H](CN)[C@@H](O)[C@H](O)[C@H]2N)[C@H:100](O[C@@H]2O[C@H](CO)[C@@H](O[C@H]3O[C@@H](CN)[C@@H](O)[C@H](O)[C@H]3N)[C@H]2O)[C@@H:99](O)[C@@H:98]1N, predict the reaction product. The product is: [CH:97]1[CH:98]=[C:99]2[C:92]([C:91]3[C:1]([C:2]([CH2:3][C:4]4[CH:5]=[CH:6][N:7]=[CH:8][CH:54]=4)([CH2:49][C:50]4[CH:35]=[CH:36][N:37]=[CH:38][CH:45]=4)[C:100]2=[CH:101][CH:102]=1)=[CH:87][CH:88]=[CH:89][CH:90]=3)=[O:94].